Dataset: Full USPTO retrosynthesis dataset with 1.9M reactions from patents (1976-2016). Task: Predict the reactants needed to synthesize the given product. (1) Given the product [N:1]12[CH2:8][CH2:7][CH:4]([CH2:5][CH2:6]1)[C@@H:3]([OH:9])[CH2:2]2, predict the reactants needed to synthesize it. The reactants are: [N:1]12[CH2:8][CH2:7][CH:4]([CH2:5][CH2:6]1)[C:3](=[O:9])[CH2:2]2.CC([O-])(C)C.[K+]. (2) The reactants are: [CH3:1][C:2]1[CH:3]=[CH:4][CH:5]=[CH:6][C:7]=1[NH2:8].Cl[CH2:10][C:11](Cl)=[O:12].[CH2:14]([N:16]=[C:17]=[S:18])[CH3:15]. Given the product [CH2:14](/[N:16]=[C:17]1\[S:18][CH2:10][C:11](=[O:12])[N:8]\1[C:7]1[CH:6]=[CH:5][CH:4]=[CH:3][C:2]=1[CH3:1])[CH3:15], predict the reactants needed to synthesize it.